Dataset: Catalyst prediction with 721,799 reactions and 888 catalyst types from USPTO. Task: Predict which catalyst facilitates the given reaction. Reactant: [Si]([O:18][CH:19]([CH:57]([CH3:59])[CH3:58])[CH2:20][CH2:21][CH:22]([C:24]1([CH3:56])[CH2:28][CH2:27][CH:26](/[CH:29]=[CH:30]/[CH:31]=[C:32]2[CH2:37][CH:36]([O:38][Si](C(C)(C)C)(C)C)[CH2:35][CH:34]([O:46][Si](C(C)(C)C)(C)C)[CH2:33]2)[C:25]1([CH3:55])[CH3:54])[CH3:23])(C(C)(C)C)(C1C=CC=CC=1)C1C=CC=CC=1.[N+](CCCC)(CCCC)(CCCC)CCCC.[F-]. Product: [OH:18][C@H:19]([CH:57]([CH3:59])[CH3:58])[CH2:20][CH2:21][C@@H:22]([C:24]1([CH3:56])[CH2:28][CH2:27][C@@H:26](/[CH:29]=[CH:30]/[CH:31]=[C:32]2[CH2:33][C@@H:34]([OH:46])[CH2:35][C@H:36]([OH:38])[CH2:37]2)[C:25]1([CH3:55])[CH3:54])[CH3:23]. The catalyst class is: 1.